From a dataset of Peptide-MHC class II binding affinity with 134,281 pairs from IEDB. Regression. Given a peptide amino acid sequence and an MHC pseudo amino acid sequence, predict their binding affinity value. This is MHC class II binding data. (1) The peptide sequence is TNILEAKYWCPDSME. The MHC is DRB1_0301 with pseudo-sequence DRB1_0301. The binding affinity (normalized) is 0.352. (2) The peptide sequence is YALFYKLDVVPIDNDNTSY. The MHC is HLA-DPA10201-DPB10101 with pseudo-sequence HLA-DPA10201-DPB10101. The binding affinity (normalized) is 0.497. (3) The peptide sequence is EKKYFCATQFEPLAA. The MHC is HLA-DPA10201-DPB10101 with pseudo-sequence HLA-DPA10201-DPB10101. The binding affinity (normalized) is 0.833. (4) The peptide sequence is FSSWETVCDSLDDYN. The MHC is DRB1_0701 with pseudo-sequence DRB1_0701. The binding affinity (normalized) is 0. (5) The peptide sequence is VPFNVAQAYCIGKLK. The MHC is DRB3_0101 with pseudo-sequence DRB3_0101. The binding affinity (normalized) is 0.408. (6) The peptide sequence is DAYVATLTEALRVIA. The MHC is HLA-DPA10301-DPB10402 with pseudo-sequence HLA-DPA10301-DPB10402. The binding affinity (normalized) is 0.656. (7) The peptide sequence is DEPMVQVEAGKVNHS. The MHC is DRB1_1501 with pseudo-sequence DRB1_1501. The binding affinity (normalized) is 0.329. (8) The peptide sequence is NSADTISSYFVGKMYFNL. The MHC is DRB1_1101 with pseudo-sequence DRB1_1101. The binding affinity (normalized) is 0. (9) The peptide sequence is GDNACKRTYSDRGWG. The MHC is DRB1_1101 with pseudo-sequence DRB1_1101. The binding affinity (normalized) is 0.605. (10) The peptide sequence is AFKVAATAANAAPAD. The MHC is DRB1_0401 with pseudo-sequence DRB1_0401. The binding affinity (normalized) is 0.186.